This data is from Catalyst prediction with 721,799 reactions and 888 catalyst types from USPTO. The task is: Predict which catalyst facilitates the given reaction. (1) Reactant: ClCCl.[Br:4][C:5]1[C:13]2[C:12](=[O:14])[NH:11][N:10]=[CH:9][C:8]=2[N:7](COCC[Si](C)(C)C)[C:6]=1[C:23]1[CH:28]=[CH:27][C:26]([O:29][CH3:30])=[C:25]([O:31][CH:32]2[CH2:34][CH2:33]2)[CH:24]=1.Cl.N. Product: [Br:4][C:5]1[C:13]2[C:12](=[O:14])[NH:11][N:10]=[CH:9][C:8]=2[NH:7][C:6]=1[C:23]1[CH:28]=[CH:27][C:26]([O:29][CH3:30])=[C:25]([O:31][CH:32]2[CH2:33][CH2:34]2)[CH:24]=1. The catalyst class is: 71. (2) Reactant: [Br:1]Br.[CH2:3]([O:5][C:6](=[O:18])[C:7]1[CH:12]=[C:11]([C:13]([F:16])([F:15])[F:14])[CH:10]=[CH:9][C:8]=1[NH2:17])[CH3:4].S([O-])([O-])(=O)=S.[Na+].[Na+]. Product: [CH2:3]([O:5][C:6](=[O:18])[C:7]1[CH:12]=[C:11]([C:13]([F:15])([F:14])[F:16])[CH:10]=[C:9]([Br:1])[C:8]=1[NH2:17])[CH3:4]. The catalyst class is: 2. (3) Reactant: FC(F)(F)C(O)=O.[F:8][C:9]1[CH:17]=[C:16]([C:18]2[CH:19]=[CH:20][C:21]3[O:25][C:24]([CH:26]4[CH2:31][CH2:30][NH:29][CH2:28][CH2:27]4)=[N:23][C:22]=3[CH:32]=2)[CH:15]=[CH:14][C:10]=1[C:11]([NH2:13])=[O:12].[C:33](O)(=[O:37])[CH:34]([CH3:36])[CH3:35].CCN=C=NCCCN(C)C.Cl.C1C=CC2N(O)N=NC=2C=1. Product: [F:8][C:9]1[CH:17]=[C:16]([C:18]2[CH:19]=[CH:20][C:21]3[O:25][C:24]([CH:26]4[CH2:31][CH2:30][N:29]([C:33](=[O:37])[CH:34]([CH3:36])[CH3:35])[CH2:28][CH2:27]4)=[N:23][C:22]=3[CH:32]=2)[CH:15]=[CH:14][C:10]=1[C:11]([NH2:13])=[O:12]. The catalyst class is: 18. (4) Reactant: [Cl:1][C:2]1[CH:10]=[C:9]2[C:5]([CH:6]=[CH:7][N:8]2[S:11]([C:14]2[CH:19]=[CH:18][C:17]([O:20][CH2:21][C:22]([F:27])([F:26])[CH:23]([F:25])[F:24])=[C:16]([N:28]3[CH2:33][CH2:32][NH:31][CH2:30][CH2:29]3)[CH:15]=2)(=[O:13])=[O:12])=[CH:4][CH:3]=1.[C:34]([BH3-])#N.[Na+].C=O. Product: [Cl:1][C:2]1[CH:10]=[C:9]2[C:5]([CH:6]=[CH:7][N:8]2[S:11]([C:14]2[CH:19]=[CH:18][C:17]([O:20][CH2:21][C:22]([F:26])([F:27])[CH:23]([F:24])[F:25])=[C:16]([N:28]3[CH2:29][CH2:30][N:31]([CH3:34])[CH2:32][CH2:33]3)[CH:15]=2)(=[O:12])=[O:13])=[CH:4][CH:3]=1. The catalyst class is: 5. (5) Reactant: [CH3:1][C:2]([CH3:22])([CH3:21])[CH2:3][CH2:4][C@H:5]1[CH2:10][C@@H:9]([C:11]2[O:15][NH:14][C:13](=[O:16])[CH:12]=2)[CH2:8][CH2:7][N:6]1C(OC)=O. Product: [CH3:1][C:2]([CH3:22])([CH3:21])[CH2:3][CH2:4][C@H:5]1[CH2:10][C@@H:9]([C:11]2[O:15][NH:14][C:13](=[O:16])[CH:12]=2)[CH2:8][CH2:7][NH:6]1. The catalyst class is: 201.